The task is: Regression. Given two drug SMILES strings and cell line genomic features, predict the synergy score measuring deviation from expected non-interaction effect.. This data is from NCI-60 drug combinations with 297,098 pairs across 59 cell lines. (1) Drug 1: C1CN1P(=S)(N2CC2)N3CC3. Drug 2: CN(CCCl)CCCl.Cl. Cell line: ACHN. Synergy scores: CSS=27.0, Synergy_ZIP=-6.74, Synergy_Bliss=-7.12, Synergy_Loewe=-18.8, Synergy_HSA=-7.50. (2) Cell line: NCI-H522. Drug 1: CC(C1=C(C=CC(=C1Cl)F)Cl)OC2=C(N=CC(=C2)C3=CN(N=C3)C4CCNCC4)N. Drug 2: C1=C(C(=O)NC(=O)N1)N(CCCl)CCCl. Synergy scores: CSS=21.9, Synergy_ZIP=-4.55, Synergy_Bliss=-0.325, Synergy_Loewe=-0.479, Synergy_HSA=0.312. (3) Drug 1: C1CC(=O)NC(=O)C1N2CC3=C(C2=O)C=CC=C3N. Drug 2: CC(C)CN1C=NC2=C1C3=CC=CC=C3N=C2N. Cell line: NCI-H226. Synergy scores: CSS=-4.04, Synergy_ZIP=0.427, Synergy_Bliss=-1.98, Synergy_Loewe=-4.04, Synergy_HSA=-4.78. (4) Drug 1: CC1C(C(=O)NC(C(=O)N2CCCC2C(=O)N(CC(=O)N(C(C(=O)O1)C(C)C)C)C)C(C)C)NC(=O)C3=C4C(=C(C=C3)C)OC5=C(C(=O)C(=C(C5=N4)C(=O)NC6C(OC(=O)C(N(C(=O)CN(C(=O)C7CCCN7C(=O)C(NC6=O)C(C)C)C)C)C(C)C)C)N)C. Drug 2: CC(C)CN1C=NC2=C1C3=CC=CC=C3N=C2N. Cell line: SR. Synergy scores: CSS=73.7, Synergy_ZIP=-2.61, Synergy_Bliss=-1.58, Synergy_Loewe=-19.5, Synergy_HSA=-1.26.